The task is: Predict the product of the given reaction.. This data is from Forward reaction prediction with 1.9M reactions from USPTO patents (1976-2016). (1) Given the reactants [N+:1]([C:4]1[CH:21]=[CH:20][C:7]2[N:8]([CH:12]([C:14]3[CH:19]=[CH:18][CH:17]=[CH:16][CH:15]=3)[CH3:13])[C:9](=[O:11])[O:10][C:6]=2[CH:5]=1)([O-])=O, predict the reaction product. The product is: [NH2:1][C:4]1[CH:21]=[CH:20][C:7]2[N:8]([CH:12]([C:14]3[CH:19]=[CH:18][CH:17]=[CH:16][CH:15]=3)[CH3:13])[C:9](=[O:11])[O:10][C:6]=2[CH:5]=1. (2) Given the reactants [CH2:1]([O:8][C:9]([NH:11][C@@H:12]([CH2:16][C:17]([F:20])([F:19])[F:18])[C:13]([OH:15])=O)=[O:10])[C:2]1[CH:7]=[CH:6][CH:5]=[CH:4][CH:3]=1.[CH2:21]([O:24][C:25]([N:27]1[CH2:32][CH2:31][NH:30][CH2:29][CH2:28]1)=[O:26])[CH2:22][CH3:23].C(N1CCOCC1)C.[B-](F)(F)(F)F.CCOC(C(C#N)=NOC(N(C)C)=[N+](C)C)=O, predict the reaction product. The product is: [CH2:21]([O:24][C:25]([N:27]1[CH2:32][CH2:31][N:30]([C:13](=[O:15])[C@@H:12]([NH:11][C:9]([O:8][CH2:1][C:2]2[CH:3]=[CH:4][CH:5]=[CH:6][CH:7]=2)=[O:10])[CH2:16][C:17]([F:20])([F:19])[F:18])[CH2:29][CH2:28]1)=[O:26])[CH2:22][CH3:23]. (3) Given the reactants [Br:1][C:2]1[C:11]2[CH2:10][CH2:9][CH2:8][C:7](=[O:12])[C:6]=2[CH:5]=[N:4][CH:3]=1.[CH3:13][C:14]([CH3:19])([CH2:17]O)[CH2:15][OH:16], predict the reaction product. The product is: [Br:1][C:2]1[C:11]2[CH2:10][CH2:9][CH2:8][C:7]3([O:16][CH2:15][C:14]([CH3:19])([CH3:17])[CH2:13][O:12]3)[C:6]=2[CH:5]=[N:4][CH:3]=1. (4) Given the reactants C[O:2][C:3](=[O:16])[C:4]([NH:11][C:12]([O:14][CH3:15])=[O:13])=[C:5]1[CH2:10][CH2:9][O:8][CH2:7][CH2:6]1.[Li+].[OH-], predict the reaction product. The product is: [CH3:15][O:14][C:12]([NH:11][C:4](=[C:5]1[CH2:6][CH2:7][O:8][CH2:9][CH2:10]1)[C:3]([OH:16])=[O:2])=[O:13]. (5) Given the reactants [CH3:1][CH:2]1[CH2:7][CH2:6][CH:5]([C:8]([OH:10])=O)[CH2:4][CH2:3]1.[CH:11]1([CH2:14][CH2:15][NH:16][C:17]([C:19]2[N:20]=[N:21][C:22]([N:25]3[CH2:30][CH2:29][NH:28][CH2:27][CH2:26]3)=[CH:23][CH:24]=2)=[O:18])[CH2:13][CH2:12]1, predict the reaction product. The product is: [CH:11]1([CH2:14][CH2:15][NH:16][C:17]([C:19]2[N:20]=[N:21][C:22]([N:25]3[CH2:30][CH2:29][N:28]([C:8]([CH:5]4[CH2:4][CH2:3][CH:2]([CH3:1])[CH2:7][CH2:6]4)=[O:10])[CH2:27][CH2:26]3)=[CH:23][CH:24]=2)=[O:18])[CH2:13][CH2:12]1. (6) Given the reactants [C:1]([O:5][C:6]([N:8]1[CH2:11][C:10]([F:21])([C:12]2[CH:17]=[CH:16][C:15]([CH:18]=[N:19][OH:20])=[CH:14][CH:13]=2)[CH2:9]1)=[O:7])([CH3:4])([CH3:3])[CH3:2].ClN1C(=O)CCC1=O.[Cl:30][C:31]1[CH:32]=[C:33]([C:39](=[O:44])[C:40]([F:43])([F:42])[F:41])[CH:34]=[C:35]([Cl:38])[C:36]=1[F:37].C(=O)(O)[O-].[Na+], predict the reaction product. The product is: [C:1]([O:5][C:6]([N:8]1[CH2:9][C:10]([C:12]2[CH:17]=[CH:16][C:15]([C:18]3[O:44][C:39]([C:33]4[CH:34]=[C:35]([Cl:38])[C:36]([F:37])=[C:31]([Cl:30])[CH:32]=4)([C:40]([F:43])([F:42])[F:41])[O:20][N:19]=3)=[CH:14][CH:13]=2)([F:21])[CH2:11]1)=[O:7])([CH3:4])([CH3:2])[CH3:3].